Dataset: Peptide-MHC class II binding affinity with 134,281 pairs from IEDB. Task: Regression. Given a peptide amino acid sequence and an MHC pseudo amino acid sequence, predict their binding affinity value. This is MHC class II binding data. (1) The peptide sequence is EVIPTAFSIGKTYKP. The binding affinity (normalized) is 0.204. The MHC is HLA-DPA10103-DPB10401 with pseudo-sequence HLA-DPA10103-DPB10401. (2) The MHC is DRB1_0101 with pseudo-sequence DRB1_0101. The peptide sequence is GELQIVDKIDAAFSI. The binding affinity (normalized) is 0.729. (3) The peptide sequence is MPFVTTQPEALAAAA. The MHC is DRB5_0101 with pseudo-sequence DRB5_0101. The binding affinity (normalized) is 0.242. (4) The peptide sequence is RELKCGDGIFIFRDS. The MHC is DRB1_0404 with pseudo-sequence DRB1_0404. The binding affinity (normalized) is 0. (5) The peptide sequence is LVGPTPVNIIGRNMLTQIGC. The MHC is DRB1_0301 with pseudo-sequence DRB1_0301. The binding affinity (normalized) is 0.0895. (6) The peptide sequence is YPKYVKQNTLKLAT. The MHC is DRB4_0101 with pseudo-sequence DRB4_0103. The binding affinity (normalized) is 0.501. (7) The peptide sequence is LMWFIISIVQMAPVS. The MHC is DRB1_0101 with pseudo-sequence DRB1_0101. The binding affinity (normalized) is 0.887.